Predict the product of the given reaction. From a dataset of Forward reaction prediction with 1.9M reactions from USPTO patents (1976-2016). (1) Given the reactants [F:1][C:2]1([F:18])[CH2:6][N:5]([C:7]([O:9][C:10]([CH3:13])([CH3:12])[CH3:11])=[O:8])[C@@H:4]([CH2:14][CH2:15][CH:16]=O)[CH2:3]1.C1(P(=[CH:38][C:39]([O:41][CH2:42][CH3:43])=[O:40])(C2C=CC=CC=2)C2C=CC=CC=2)C=CC=CC=1, predict the reaction product. The product is: [CH2:42]([O:41][C:39](=[O:40])[CH:38]=[CH:16][CH2:15][CH2:14][C@H:4]1[CH2:3][C:2]([F:18])([F:1])[CH2:6][N:5]1[C:7]([O:9][C:10]([CH3:13])([CH3:12])[CH3:11])=[O:8])[CH3:43]. (2) Given the reactants C[O:2][C:3](=[O:21])[C:4]1[CH:9]=[C:8]([N:10]([CH3:14])[CH2:11][CH2:12][CH3:13])[N:7]=[C:6]([N:15]([S:17]([CH3:20])(=[O:19])=[O:18])[CH3:16])[CH:5]=1.[OH-].[Li+].Cl, predict the reaction product. The product is: [CH3:20][S:17]([N:15]([CH3:16])[C:6]1[CH:5]=[C:4]([CH:9]=[C:8]([N:10]([CH3:14])[CH2:11][CH2:12][CH3:13])[N:7]=1)[C:3]([OH:21])=[O:2])(=[O:18])=[O:19]. (3) Given the reactants [Cl:1][S:2]([C:5]1[CH:13]=[CH:12][C:8]([C:9](Cl)=[O:10])=[CH:7][CH:6]=1)(=[O:4])=[O:3].[N:14]([CH2:17][CH2:18][CH2:19][NH:20][CH3:21])=[N+:15]=[N-:16], predict the reaction product. The product is: [N:14]([CH2:17][CH2:18][CH2:19][N:20]([CH3:21])[C:9]([C:8]1[CH:12]=[CH:13][C:5]([S:2]([Cl:1])(=[O:4])=[O:3])=[CH:6][CH:7]=1)=[O:10])=[N+:15]=[N-:16]. (4) Given the reactants [CH3:1][P:2](=[O:7])([O:5][CH3:6])[O:3][CH3:4].[Li]CCCC.C([O:17][C:18](=O)[CH2:19][CH2:20][CH2:21][CH2:22][C:23]1[CH:28]=[CH:27][CH:26]=[C:25]([NH:29][CH2:30][C:31]2[CH:36]=[CH:35][C:34]([O:37][CH3:38])=[CH:33][CH:32]=2)[N:24]=1)CCC, predict the reaction product. The product is: [CH3:4][O:3][P:2]([CH2:1][C:18](=[O:17])[CH2:19][CH2:20][CH2:21][CH2:22][C:23]1[CH:28]=[CH:27][CH:26]=[C:25]([NH:29][CH2:30][C:31]2[CH:32]=[CH:33][C:34]([O:37][CH3:38])=[CH:35][CH:36]=2)[N:24]=1)(=[O:7])[O:5][CH3:6]. (5) Given the reactants C([N:8]1[CH2:13][CH2:12][C:11]2([CH2:22][C:21](=[O:23])[C:20]3[C:15](=[CH:16][C:17]([O:28][CH3:29])=[C:18]([O:26][CH3:27])[C:19]=3[O:24][CH3:25])[O:14]2)[CH2:10][CH2:9]1)(OC(C)(C)C)=O.[ClH:30], predict the reaction product. The product is: [ClH:30].[CH3:25][O:24][C:19]1[C:18]([O:26][CH3:27])=[C:17]([O:28][CH3:29])[CH:16]=[C:15]2[C:20]=1[C:21](=[O:23])[CH2:22][C:11]1([O:14]2)[CH2:12][CH2:13][NH:8][CH2:9][CH2:10]1. (6) Given the reactants [CH3:1][O:2][C:3]([C:5]1[C:13]2[N:12]=[C:11]([C:14](Cl)(Cl)Cl)[NH:10][C:9]=2[CH:8]=[CH:7][CH:6]=1)=[O:4].Cl.Cl.[CH:20]([N:23]1[CH2:28][CH2:27][CH:26]([NH2:29])[CH2:25][CH2:24]1)([CH3:22])[CH3:21].C([O-])(O)=[O:31].[Na+], predict the reaction product. The product is: [CH3:1][O:2][C:3]([C:5]1[C:13]2[N:12]=[C:11]([C:14](=[O:31])[NH:29][CH:26]3[CH2:27][CH2:28][N:23]([CH:20]([CH3:22])[CH3:21])[CH2:24][CH2:25]3)[NH:10][C:9]=2[CH:8]=[CH:7][CH:6]=1)=[O:4]. (7) Given the reactants ClS([N:5]=[C:6]=[O:7])(=O)=O.FC(F)(F)C(O)=O.[NH2:15][C:16]1[S:20][C:19]2[C:21]3[C:26]([CH2:27][C:18]=2[C:17]=1[C:28]([NH2:30])=[O:29])=[CH:25][CH:24]=[CH:23][CH:22]=3.O, predict the reaction product. The product is: [NH:15]([C:16]1[S:20][C:19]2[C:21]3[C:26]([CH2:27][C:18]=2[C:17]=1[C:28]([NH2:30])=[O:29])=[CH:25][CH:24]=[CH:23][CH:22]=3)[C:6]([NH2:5])=[O:7].